Dataset: Reaction yield outcomes from USPTO patents with 853,638 reactions. Task: Predict the reaction yield, written as a fraction of the theoretical maximum amount of product (1.0 means a 100% yield; for example, 0.34 means a 34% yield). (1) The reactants are [N:1]1([C:7]2[S:8]/[C:9](=[CH:13]\[C:14]3[CH:19]=[CH:18][C:17]([F:20])=[CH:16][C:15]=3[OH:21])/[C:10](=[O:12])[N:11]=2)[CH2:6][CH2:5][CH2:4][CH2:3][NH:2]1.C(=O)([O-])[O-].[K+].[K+].[N:28]1([C:34]([Cl:36])=[O:35])[CH2:33][CH2:32][S:31][CH2:30][CH2:29]1.N1CCSCC1. The catalyst is C(#N)C. The product is [ClH:36].[N:28]1([C:34]([O:21][C:15]2[CH:16]=[C:17]([F:20])[CH:18]=[CH:19][C:14]=2/[CH:13]=[C:9]2\[C:10](=[O:12])[N:11]=[C:7]([N:1]3[CH2:6][CH2:5][CH2:4][CH2:3][NH:2]3)[S:8]\2)=[O:35])[CH2:33][CH2:32][S:31][CH2:30][CH2:29]1. The yield is 0.770. (2) The reactants are [NH2:1][C:2]1[CH:10]=[CH:9][C:5]([C:6]([OH:8])=[O:7])=[CH:4][N:3]=1.S(=O)(=O)(O)O.[CH3:16]O. No catalyst specified. The product is [NH2:1][C:2]1[CH:10]=[CH:9][C:5]([C:6]([O:8][CH3:16])=[O:7])=[CH:4][N:3]=1. The yield is 0.300.